From a dataset of Cav3 T-type calcium channel HTS with 100,875 compounds. Binary Classification. Given a drug SMILES string, predict its activity (active/inactive) in a high-throughput screening assay against a specified biological target. (1) The result is 0 (inactive). The molecule is O(C(=O)c1c(c([nH]c1C)C(=O)Cn1nc(nn1)c1ccccc1)C)CC. (2) The drug is o1c(CNC(=O)c2c(NC(=O)COc3ccccc3)cccc2)ccc1. The result is 0 (inactive).